This data is from Reaction yield outcomes from USPTO patents with 853,638 reactions. The task is: Predict the reaction yield, written as a fraction of the theoretical maximum amount of product (1.0 means a 100% yield; for example, 0.34 means a 34% yield). (1) The product is [CH3:15][C:12]1[N:11]([C@H:16]2[CH2:20][C@@:19]([CH2:2][CH3:3])([C:21]([O:23][CH3:24])=[O:22])[CH:18]=[CH:17]2)[C:10]([CH3:9])=[CH:14][CH:13]=1. The reactants are [Li+].[CH3:2][CH:3]([N-]C(C)C)C.[CH3:9][C:10]1[N:11]([C@H:16]2[CH2:20][C@@H:19]([C:21]([O:23][CH3:24])=[O:22])[CH:18]=[CH:17]2)[C:12]([CH3:15])=[CH:13][CH:14]=1.C(I)C.[NH4+].[Cl-]. The yield is 0.820. The catalyst is O1CCCC1. (2) The catalyst is C1C=CC=CC=1. The product is [CH2:28]([C@H:12]1[C@@H:13]([C@H:15]2[CH2:19][C@@H:18]([OH:20])[CH2:17][N:16]2[C:21]([O:23][C:24]([CH3:27])([CH3:26])[CH3:25])=[O:22])[O:14][C:37]([CH3:39])([CH3:38])[N:11]1[C:9]([O:8][CH2:1][C:2]1[CH:7]=[CH:6][CH:5]=[CH:4][CH:3]=1)=[O:10])[C:29]1[CH:30]=[CH:31][CH:32]=[CH:33][CH:34]=1. The yield is 0.590. The reactants are [CH2:1]([O:8][C:9]([NH:11][C@@H:12]([CH2:28][C:29]1[CH:34]=[CH:33][CH:32]=[CH:31][CH:30]=1)[C@@H:13]([C@H:15]1[CH2:19][C@@H:18]([OH:20])[CH2:17][N:16]1[C:21]([O:23][C:24]([CH3:27])([CH3:26])[CH3:25])=[O:22])[OH:14])=[O:10])[C:2]1[CH:7]=[CH:6][CH:5]=[CH:4][CH:3]=1.CO[C:37](OC)([CH3:39])[CH3:38].CC1C=CC(S([O-])(=O)=O)=CC=1.C1C=C[NH+]=CC=1. (3) The reactants are C[O:2][C:3]1[CH:8]=[CH:7][C:6]([C:9]2[N:10]=[C:11]([C:14]3[CH:19]=[CH:18][CH:17]=[C:16]([O:20]C)[CH:15]=3)[S:12][CH:13]=2)=[CH:5][CH:4]=1. The catalyst is CCCCCC.C(OCC)(=O)C. The product is [OH:2][C:3]1[CH:4]=[CH:5][C:6]([C:9]2[N:10]=[C:11]([C:14]3[CH:15]=[C:16]([OH:20])[CH:17]=[CH:18][CH:19]=3)[S:12][CH:13]=2)=[CH:7][CH:8]=1. The yield is 0.800. (4) The reactants are [CH3:1][C:2]1[CH:3]=[N+:4]([O-])[CH:5]=[CH:6][C:7]=1[O:8][CH3:9]. The catalyst is [Pd].CO. The product is [CH3:1][C:2]1[CH:3]=[N:4][CH:5]=[CH:6][C:7]=1[O:8][CH3:9]. The yield is 0.900. (5) The reactants are [Br:1]Br.[CH:3]1([C:6]2[CH:11]=[CH:10][CH:9]=[CH:8][CH:7]=2)[CH2:5][CH2:4]1.S([O-])([O-])=O.[Na+].[Na+].O. The catalyst is C(Cl)(Cl)Cl. The product is [Br:1][C:9]1[CH:10]=[CH:11][C:6]([CH:3]2[CH2:5][CH2:4]2)=[CH:7][CH:8]=1. The yield is 0.850.